From a dataset of Full USPTO retrosynthesis dataset with 1.9M reactions from patents (1976-2016). Predict the reactants needed to synthesize the given product. (1) Given the product [C:21]([O:25][C:26](=[O:39])[CH2:27][C:28]1([N:3]2[CH2:8][CH2:7][C:6](=[O:9])[CH2:5][CH2:4]2)[CH2:31][N:30]([C:32]([O:34][C:35]([CH3:38])([CH3:37])[CH3:36])=[O:33])[CH2:29]1)([CH3:23])([CH3:24])[CH3:22], predict the reactants needed to synthesize it. The reactants are: O.Cl.[NH:3]1[CH2:8][CH2:7][C:6](=[O:9])[CH2:5][CH2:4]1.N12CCCN=C1CCCCC2.[C:21]([O:25][C:26](=[O:39])[CH:27]=[C:28]1[CH2:31][N:30]([C:32]([O:34][C:35]([CH3:38])([CH3:37])[CH3:36])=[O:33])[CH2:29]1)([CH3:24])([CH3:23])[CH3:22]. (2) Given the product [CH3:35][O:36][C:37]1[CH:42]=[CH:41][C:40]([NH:43][C:44](=[S:70])[NH:45][C:46]2[CH:47]=[CH:48][C:49]([C:52]3[CH:53]=[C:54]4[C:58](=[CH:59][CH:60]=3)[C:57](=[O:61])[N:56]([C@@H:62]([CH:67]([CH3:68])[CH3:69])[C:63]([OH:65])=[O:64])[CH2:55]4)=[CH:50][CH:51]=2)=[CH:39][CH:38]=1, predict the reactants needed to synthesize it. The reactants are: FC1C=CC=CC=1NC(=S)NC1C=CC(C2C=C3C(=CC=2)C(=O)N([C@@H](C(C)C)C(O)=O)C3)=CC=1.[CH3:35][O:36][C:37]1[CH:42]=[CH:41][C:40]([NH:43][C:44](=[S:70])[NH:45][C:46]2[CH:51]=[CH:50][C:49]([C:52]3[CH:53]=[C:54]4[C:58](=[CH:59][CH:60]=3)[C:57](=[O:61])[N:56]([C@@H:62]([CH:67]([CH3:69])[CH3:68])[C:63]([O:65]C)=[O:64])[CH2:55]4)=[CH:48][CH:47]=2)=[CH:39][CH:38]=1.